From a dataset of Forward reaction prediction with 1.9M reactions from USPTO patents (1976-2016). Predict the product of the given reaction. (1) Given the reactants [F:1][C:2]1[C:3]([C:8]2[CH:9]=[C:10]([NH:17][C:18](=[O:20])[CH3:19])[CH:11]=[C:12]([N+:14]([O-])=O)[CH:13]=2)=[N:4][CH:5]=[CH:6][CH:7]=1.[NH4+].[Cl-], predict the reaction product. The product is: [NH2:14][C:12]1[CH:11]=[C:10]([NH:17][C:18](=[O:20])[CH3:19])[CH:9]=[C:8]([C:3]2[C:2]([F:1])=[CH:7][CH:6]=[CH:5][N:4]=2)[CH:13]=1. (2) Given the reactants [Cl:1][C:2]1[CH:7]=[CH:6][CH:5]=[CH:4][CH:3]=1.[CH3:8][C:9]1[CH:10]=[C:11]([CH:15]=[CH:16][C:17]=1[N+:18]([O-:20])=[O:19])[C:12](O)=[O:13].S(Cl)(Cl)=O.Cl, predict the reaction product. The product is: [Cl:1][C:2]1[CH:7]=[CH:6][C:5]([C:12](=[O:13])[C:11]2[CH:15]=[CH:16][C:17]([N+:18]([O-:20])=[O:19])=[C:9]([CH3:8])[CH:10]=2)=[CH:4][CH:3]=1.